From a dataset of Full USPTO retrosynthesis dataset with 1.9M reactions from patents (1976-2016). Predict the reactants needed to synthesize the given product. (1) Given the product [F:31][C:32]1[CH:42]=[CH:41][C:35]([O:36][CH2:37][C@@H:38]([OH:39])[CH2:40][NH:2][C@@H:3]([CH2:6][C:7]2[CH:12]=[CH:11][C:10]([S:13]([C:16]3[CH:21]=[CH:20][CH:19]=[CH:18][CH:17]=3)(=[O:15])=[O:14])=[CH:9][CH:8]=2)[CH2:4][OH:5])=[CH:34][CH:33]=1, predict the reactants needed to synthesize it. The reactants are: Cl.[NH2:2][C@@H:3]([CH2:6][C:7]1[CH:12]=[CH:11][C:10]([S:13]([C:16]2[CH:21]=[CH:20][CH:19]=[CH:18][CH:17]=2)(=[O:15])=[O:14])=[CH:9][CH:8]=1)[CH2:4][OH:5].C(N(CC)C(C)C)(C)C.[F:31][C:32]1[CH:42]=[CH:41][C:35]([O:36][CH2:37][C@@H:38]2[CH2:40][O:39]2)=[CH:34][CH:33]=1. (2) Given the product [CH3:30][O:29][C:26]1[CH:27]=[C:28]2[C:23](=[CH:24][C:25]=1[O:31][CH3:32])[N:22]=[CH:21][CH:20]=[C:19]2[O:18][C:15]1[CH:16]=[CH:17][C:12]([O:11][CH2:10][CH2:9][NH:8][C:5]2[CH:4]=[CH:3][C:2]([CH3:1])=[CH:7][CH:6]=2)=[CH:13][CH:14]=1, predict the reactants needed to synthesize it. The reactants are: [CH3:1][C:2]1[CH:7]=[CH:6][C:5]([NH:8][C:9](=O)[CH2:10][O:11][C:12]2[CH:17]=[CH:16][C:15]([O:18][C:19]3[C:28]4[C:23](=[CH:24][C:25]([O:31][CH3:32])=[C:26]([O:29][CH3:30])[CH:27]=4)[N:22]=[CH:21][CH:20]=3)=[CH:14][CH:13]=2)=[CH:4][CH:3]=1.Cl.[OH-].[Na+]. (3) The reactants are: [H-].[Na+].[C:3]([O:7][C:8](=[O:16])[CH2:9][CH2:10][CH2:11][CH2:12][CH:13]([OH:15])[CH3:14])([CH3:6])([CH3:5])[CH3:4].Cl[C:18]1[C:19]2[C:26]([C:27]3[CH:32]=[CH:31][C:30]([CH2:33][CH3:34])=[CH:29][CH:28]=3)=[C:25]([C:35]3[CH:40]=[CH:39][CH:38]=[CH:37][C:36]=3[F:41])[O:24][C:20]=2[N:21]=[CH:22][N:23]=1.O. Given the product [C:3]([O:7][C:8](=[O:16])[CH2:9][CH2:10][CH2:11][CH2:12][CH:13]([O:15][C:18]1[C:19]2[C:26]([C:27]3[CH:28]=[CH:29][C:30]([CH2:33][CH3:34])=[CH:31][CH:32]=3)=[C:25]([C:35]3[CH:40]=[CH:39][CH:38]=[CH:37][C:36]=3[F:41])[O:24][C:20]=2[N:21]=[CH:22][N:23]=1)[CH3:14])([CH3:4])([CH3:6])[CH3:5], predict the reactants needed to synthesize it. (4) Given the product [F:37][C:31]1[CH:32]=[C:33]([F:36])[CH:34]=[CH:35][C:30]=1[C@:13]12[CH2:28][O:29][C@@H:10]([CH2:9][OH:8])[CH2:11][C@H:12]1[C@@H:17]([CH3:18])[S:16][C:15]([NH:19][C:20](=[O:27])[C:21]1[CH:22]=[CH:23][CH:24]=[CH:25][CH:26]=1)=[N:14]2, predict the reactants needed to synthesize it. The reactants are: C([O:8][CH2:9][C@@H:10]1[O:29][CH2:28][C@:13]2([C:30]3[CH:35]=[CH:34][C:33]([F:36])=[CH:32][C:31]=3[F:37])[N:14]=[C:15]([NH:19][C:20](=[O:27])[C:21]3[CH:26]=[CH:25][CH:24]=[CH:23][CH:22]=3)[S:16][C@H:17]([CH3:18])[C@@H:12]2[CH2:11]1)C1C=CC=CC=1.FC1C=C(F)C=CC=1[C@]12CO[C@@H](CO)C[C@H]1CSC(NC(=O)C1C=CC=CC=1)=N2. (5) Given the product [F:11][C:12]1[CH:17]=[CH:16][C:15]([C:18]2[C:6]3[C:5](=[CH:4][CH:3]=[C:2]([CH3:10])[CH:7]=3)[NH:8][CH:19]=2)=[CH:14][CH:13]=1, predict the reactants needed to synthesize it. The reactants are: Cl.[C:2]1([CH3:10])[CH:7]=[CH:6][C:5]([NH:8]N)=[CH:4][CH:3]=1.[F:11][C:12]1[CH:17]=[CH:16][C:15]([CH2:18][CH:19]=O)=[CH:14][CH:13]=1.[OH-].[K+].